Dataset: Reaction yield outcomes from USPTO patents with 853,638 reactions. Task: Predict the reaction yield, written as a fraction of the theoretical maximum amount of product (1.0 means a 100% yield; for example, 0.34 means a 34% yield). The reactants are [Cl:1][C:2]1[CH:3]=[C:4]2[C:9](=[CH:10][C:11]=1[Cl:12])[N:8]=[C:7](/[CH:13]=C/C1C=CC=CC=1)[CH:6]=[CH:5]2.[O-:21][Mn](=O)(=O)=O.[K+].[OH2:27]. The catalyst is N1C=CC=CC=1. The product is [Cl:1][C:2]1[CH:3]=[C:4]2[C:9](=[CH:10][C:11]=1[Cl:12])[N:8]=[C:7]([C:13]([OH:21])=[O:27])[CH:6]=[CH:5]2. The yield is 0.691.